Dataset: Reaction yield outcomes from USPTO patents with 853,638 reactions. Task: Predict the reaction yield, written as a fraction of the theoretical maximum amount of product (1.0 means a 100% yield; for example, 0.34 means a 34% yield). (1) The reactants are Cl[C:2]1[N:3]=[CH:4][C:5]2[CH2:11][N:10]([C:12]([C:14]3[CH:15]=[N:16][CH:17]=[CH:18][CH:19]=3)=[O:13])[CH2:9][CH2:8][C:6]=2[N:7]=1.[CH3:20][O:21][C:22]1[CH:23]=[C:24]([CH:26]=[CH:27][C:28]=1[O:29][CH3:30])[NH2:25].CCOC(C)=O. The catalyst is C(O)(C)C. The product is [CH3:20][O:21][C:22]1[CH:23]=[C:24]([NH:25][C:2]2[N:3]=[CH:4][C:5]3[CH2:11][N:10]([C:12]([C:14]4[CH:15]=[N:16][CH:17]=[CH:18][CH:19]=4)=[O:13])[CH2:9][CH2:8][C:6]=3[N:7]=2)[CH:26]=[CH:27][C:28]=1[O:29][CH3:30]. The yield is 0.530. (2) The reactants are [F:1][C:2]1[CH:7]=[CH:6][C:5]([NH:8][C:9]([NH:11][C:12]2[N:16]([C:17]3[CH:22]=[CH:21][CH:20]=[CH:19][CH:18]=3)[N:15]=[C:14]([C:23]([F:26])([F:25])[F:24])[CH:13]=2)=[O:10])=[CH:4][C:3]=1[OH:27].C([O-])([O-])=O.[Cs+].[Cs+].Cl[C:35]1[C:44]2[C:39](=[CH:40][C:41]([O:47][CH3:48])=[C:42]([O:45][CH3:46])[CH:43]=2)[N:38]=[CH:37][N:36]=1. The catalyst is C1COCC1. The product is [CH3:46][O:45][C:42]1[CH:43]=[C:44]2[C:39](=[CH:40][C:41]=1[O:47][CH3:48])[N:38]=[CH:37][N:36]=[C:35]2[O:27][C:3]1[CH:4]=[C:5]([NH:8][C:9]([NH:11][C:12]2[N:16]([C:17]3[CH:22]=[CH:21][CH:20]=[CH:19][CH:18]=3)[N:15]=[C:14]([C:23]([F:24])([F:25])[F:26])[CH:13]=2)=[O:10])[CH:6]=[CH:7][C:2]=1[F:1]. The yield is 0.190. (3) The reactants are [CH3:1][N:2]1[C:11]2[C:6](=[CH:7][C:8]([C:18]([F:21])([F:20])[F:19])=[C:9]([C:12]3[CH:13]=[N:14][N:15]([CH3:17])[CH:16]=3)[CH:10]=2)[N:5]([C:22]2[C:26]3[CH2:27][NH:28][CH2:29][CH2:30][C:25]=3[N:24]([CH:31]3[CH2:36][CH2:35][O:34][CH2:33][CH2:32]3)[N:23]=2)[CH2:4][CH2:3]1.C(N(CC)CC)C.[C:44](OC(=O)C)(=[O:46])[CH3:45]. The catalyst is C(Cl)Cl. The product is [CH3:1][N:2]1[C:11]2[C:6](=[CH:7][C:8]([C:18]([F:20])([F:19])[F:21])=[C:9]([C:12]3[CH:13]=[N:14][N:15]([CH3:17])[CH:16]=3)[CH:10]=2)[N:5]([C:22]2[C:26]3[CH2:27][N:28]([C:44](=[O:46])[CH3:45])[CH2:29][CH2:30][C:25]=3[N:24]([CH:31]3[CH2:36][CH2:35][O:34][CH2:33][CH2:32]3)[N:23]=2)[CH2:4][CH2:3]1. The yield is 0.260. (4) The reactants are [Br:1][C:2]1[CH:9]=[CH:8][C:5]([CH2:6][OH:7])=[CH:4][CH:3]=1.C1CCN2C(=NCCC2)CC1.[CH:21]([Si:24](Cl)([CH:28]([CH3:30])[CH3:29])[CH:25]([CH3:27])[CH3:26])([CH3:23])[CH3:22]. The catalyst is ClCCl. The product is [Br:1][C:2]1[CH:9]=[CH:8][C:5]([CH2:6][O:7][Si:24]([CH:28]([CH3:30])[CH3:29])([CH:25]([CH3:27])[CH3:26])[CH:21]([CH3:23])[CH3:22])=[CH:4][CH:3]=1. The yield is 0.990. (5) The reactants are [H-].[Na+].[Br:3][C:4]1[CH:13]=[C:12]([C:14]2[N:18]([CH3:19])[N:17]=[N:16][C:15]=2[CH3:20])[C:11]([Cl:21])=[C:10]2[C:5]=1[CH2:6][CH2:7][NH:8][C:9]2=[O:22].[CH2:23]([O:30][C:31]1[C:36]([CH2:37]Cl)=[C:35]([CH3:39])[CH:34]=[C:33]([CH3:40])[N:32]=1)[C:24]1[CH:29]=[CH:28][CH:27]=[CH:26][CH:25]=1. The catalyst is CN(C)C=O. The product is [CH2:23]([O:30][C:31]1[C:36]([CH2:37][N:8]2[CH2:7][CH2:6][C:5]3[C:10](=[C:11]([Cl:21])[C:12]([C:14]4[N:18]([CH3:19])[N:17]=[N:16][C:15]=4[CH3:20])=[CH:13][C:4]=3[Br:3])[C:9]2=[O:22])=[C:35]([CH3:39])[CH:34]=[C:33]([CH3:40])[N:32]=1)[C:24]1[CH:29]=[CH:28][CH:27]=[CH:26][CH:25]=1. The yield is 0.580. (6) The reactants are Cl[C:2]1[CH:11]=[CH:10][C:9]2[C:4](=[CH:5][CH:6]=[CH:7][CH:8]=2)[N:3]=1.[I-:12].[Na+].C(Cl)(=O)C. The catalyst is CC#N. The product is [I:12][C:2]1[CH:11]=[CH:10][C:9]2[C:4](=[CH:5][CH:6]=[CH:7][CH:8]=2)[N:3]=1. The yield is 0.700.